The task is: Predict the reactants needed to synthesize the given product.. This data is from Retrosynthesis with 50K atom-mapped reactions and 10 reaction types from USPTO. Given the product O=C(CC(F)(F)F)Nc1c(C(=O)c2ccccc2)[nH]c2cc(Cl)ccc12, predict the reactants needed to synthesize it. The reactants are: Nc1c(C(=O)c2ccccc2)[nH]c2cc(Cl)ccc12.O=C(O)CC(F)(F)F.